This data is from Catalyst prediction with 721,799 reactions and 888 catalyst types from USPTO. The task is: Predict which catalyst facilitates the given reaction. (1) Reactant: [C:1]([O:5][C:6](=[O:16])[NH:7][CH2:8][CH2:9][CH2:10][NH:11][C@H:12]([C:14]#[CH:15])[CH3:13])([CH3:4])([CH3:3])[CH3:2].[C:17](O[C:17]([O:19][C:20]([CH3:23])([CH3:22])[CH3:21])=[O:18])([O:19][C:20]([CH3:23])([CH3:22])[CH3:21])=[O:18].C([O-])(O)=O.[Na+]. Product: [CH3:13][C@H:12]([N:11]([CH2:10][CH2:9][CH2:8][NH:7][C:6]([O:5][C:1]([CH3:3])([CH3:2])[CH3:4])=[O:16])[C:17](=[O:18])[O:19][C:20]([CH3:23])([CH3:22])[CH3:21])[C:14]#[CH:15]. The catalyst class is: 2. (2) Reactant: [Cl:1][C:2]1[CH:7]=[C:6]([F:8])[CH:5]=[C:4]([F:9])[C:3]=1[O:10][CH3:11].C([Li])CCC.[I:17]I.OS([O-])=O.[Na+]. Product: [Cl:1][C:2]1[CH:7]=[C:6]([F:8])[C:5]([I:17])=[C:4]([F:9])[C:3]=1[O:10][CH3:11]. The catalyst class is: 116. (3) Reactant: [CH3:1][O:2][C:3]1[CH:4]=[C:5]([CH2:11][CH2:12][CH2:13][OH:14])[CH:6]=[CH:7][C:8]=1[O:9][CH3:10]. Product: [CH3:1][O:2][C:3]1[CH:4]=[C:5]([CH2:11][CH2:12][CH:13]=[O:14])[CH:6]=[CH:7][C:8]=1[O:9][CH3:10]. The catalyst class is: 2. (4) Reactant: [Br:1]Br.[C:3]1(=[O:10])[CH2:8][CH2:7][CH2:6][CH2:5][C:4]1=[O:9]. Product: [Br:1][CH:8]1[CH2:7][CH2:6][CH2:5][C:4](=[O:9])[C:3]1=[O:10]. The catalyst class is: 53. (5) Reactant: Cl[C:2]1[C:7]([O:8][CH3:9])=[CH:6][N:5]=[CH:4][N:3]=1.[C:10]([C:14]1[CH:21]=[CH:20][C:17]([CH2:18][OH:19])=[CH:16][CH:15]=1)([CH3:13])([CH3:12])[CH3:11].[H-].[Na+]. Product: [C:10]([C:14]1[CH:15]=[CH:16][C:17]([CH2:18][O:19][C:2]2[C:7]([O:8][CH3:9])=[CH:6][N:5]=[CH:4][N:3]=2)=[CH:20][CH:21]=1)([CH3:13])([CH3:11])[CH3:12]. The catalyst class is: 44.